This data is from NCI-60 drug combinations with 297,098 pairs across 59 cell lines. The task is: Regression. Given two drug SMILES strings and cell line genomic features, predict the synergy score measuring deviation from expected non-interaction effect. (1) Drug 1: CC1=CC=C(C=C1)C2=CC(=NN2C3=CC=C(C=C3)S(=O)(=O)N)C(F)(F)F. Drug 2: CC(C)CN1C=NC2=C1C3=CC=CC=C3N=C2N. Cell line: NCIH23. Synergy scores: CSS=-8.43, Synergy_ZIP=4.16, Synergy_Bliss=2.08, Synergy_Loewe=-4.32, Synergy_HSA=-3.85. (2) Drug 1: CC1OCC2C(O1)C(C(C(O2)OC3C4COC(=O)C4C(C5=CC6=C(C=C35)OCO6)C7=CC(=C(C(=C7)OC)O)OC)O)O. Drug 2: CC1C(C(CC(O1)OC2CC(CC3=C2C(=C4C(=C3O)C(=O)C5=C(C4=O)C(=CC=C5)OC)O)(C(=O)CO)O)N)O.Cl. Cell line: ACHN. Synergy scores: CSS=53.3, Synergy_ZIP=-10.1, Synergy_Bliss=-7.55, Synergy_Loewe=-4.14, Synergy_HSA=-2.27. (3) Drug 1: C1=CC(=C2C(=C1NCCNCCO)C(=O)C3=C(C=CC(=C3C2=O)O)O)NCCNCCO. Drug 2: C1=CC=C(C(=C1)C(C2=CC=C(C=C2)Cl)C(Cl)Cl)Cl. Cell line: OVCAR3. Synergy scores: CSS=32.2, Synergy_ZIP=3.42, Synergy_Bliss=4.63, Synergy_Loewe=-21.4, Synergy_HSA=4.02. (4) Drug 1: C1CCC(C1)C(CC#N)N2C=C(C=N2)C3=C4C=CNC4=NC=N3. Drug 2: CNC(=O)C1=NC=CC(=C1)OC2=CC=C(C=C2)NC(=O)NC3=CC(=C(C=C3)Cl)C(F)(F)F. Cell line: MDA-MB-231. Synergy scores: CSS=54.8, Synergy_ZIP=-3.41, Synergy_Bliss=-2.26, Synergy_Loewe=-13.1, Synergy_HSA=-0.914. (5) Drug 1: C1=CC=C(C(=C1)C(C2=CC=C(C=C2)Cl)C(Cl)Cl)Cl. Drug 2: CC(C)CN1C=NC2=C1C3=CC=CC=C3N=C2N. Cell line: MDA-MB-435. Synergy scores: CSS=4.16, Synergy_ZIP=2.15, Synergy_Bliss=6.70, Synergy_Loewe=4.58, Synergy_HSA=3.98. (6) Drug 1: CC12CCC3C(C1CCC2=O)CC(=C)C4=CC(=O)C=CC34C. Drug 2: C(CCl)NC(=O)N(CCCl)N=O. Cell line: HS 578T. Synergy scores: CSS=44.7, Synergy_ZIP=0.520, Synergy_Bliss=0.193, Synergy_Loewe=-0.965, Synergy_HSA=0.272. (7) Drug 1: CC1=C2C(C(=O)C3(C(CC4C(C3C(C(C2(C)C)(CC1OC(=O)C(C(C5=CC=CC=C5)NC(=O)OC(C)(C)C)O)O)OC(=O)C6=CC=CC=C6)(CO4)OC(=O)C)O)C)O. Drug 2: CCC1(C2=C(COC1=O)C(=O)N3CC4=CC5=C(C=CC(=C5CN(C)C)O)N=C4C3=C2)O.Cl. Cell line: A549. Synergy scores: CSS=14.1, Synergy_ZIP=-12.6, Synergy_Bliss=-9.88, Synergy_Loewe=-12.9, Synergy_HSA=-7.96.